This data is from Forward reaction prediction with 1.9M reactions from USPTO patents (1976-2016). The task is: Predict the product of the given reaction. (1) The product is: [C:21]([C:20]1[CH:19]=[CH:18][C:17]([O:16][CH2:15][C@@H:14]([OH:25])[CH2:13][N:8]2[CH2:9][CH:10]3[O:12][CH:6]([CH2:5][N:4]([CH2:3][CH2:2][NH:1][S:33]([CH2:32][C:26]4[CH:31]=[CH:30][CH:29]=[CH:28][CH:27]=4)(=[O:35])=[O:34])[CH2:11]3)[CH2:7]2)=[CH:24][CH:23]=1)#[N:22]. Given the reactants [NH2:1][CH2:2][CH2:3][N:4]1[CH2:11][CH:10]2[O:12][CH:6]([CH2:7][N:8]([CH2:13][C@H:14]([OH:25])[CH2:15][O:16][C:17]3[CH:24]=[CH:23][C:20]([C:21]#[N:22])=[CH:19][CH:18]=3)[CH2:9]2)[CH2:5]1.[C:26]1([CH2:32][S:33](Cl)(=[O:35])=[O:34])[CH:31]=[CH:30][CH:29]=[CH:28][CH:27]=1.C([O-])([O-])=O.[K+].[K+], predict the reaction product. (2) Given the reactants C[Mg]Br.[C:4]1([CH3:10])[CH:9]=C[CH:7]=[CH:6][CH:5]=1.C1C[O:14]CC1.[O:16]=[C:17]1[NH:21][C@@H](CC(OCC2C=CC=CC=2)=O)C[O:18]1, predict the reaction product. The product is: [OH:14][C:4]([CH3:10])([CH3:9])[CH2:5][C@H:6]1[CH2:7][O:18][C:17](=[O:16])[NH:21]1. (3) Given the reactants Br[C:2]1[C:3]2[S:11][CH:10]=[CH:9][C:4]=2[C:5](=[O:8])[NH:6][CH:7]=1.[C:12]([Cu])#[N:13].Cl, predict the reaction product. The product is: [C:12]([C:2]1[C:3]2[S:11][CH:10]=[CH:9][C:4]=2[C:5](=[O:8])[NH:6][CH:7]=1)#[N:13]. (4) The product is: [CH3:14][C:15]1([CH3:29])[CH2:20][O:19][B:18]([C:2]2[CH:7]=[CH:6][C:5]([CH:8]3[CH2:13][CH2:12][O:11][CH2:10][CH2:9]3)=[CH:4][CH:3]=2)[O:17][CH2:16]1. Given the reactants Br[C:2]1[CH:7]=[CH:6][C:5]([CH:8]2[CH2:13][CH2:12][O:11][CH2:10][CH2:9]2)=[CH:4][CH:3]=1.[CH3:14][C:15]1([CH3:29])[CH2:20][O:19][B:18]([B:18]2[O:19][CH2:20][C:15]([CH3:29])([CH3:14])[CH2:16][O:17]2)[O:17][CH2:16]1.C([O-])(=O)C.[K+].O, predict the reaction product. (5) The product is: [CH3:1][Si:2]([CH3:39])([CH3:38])[CH2:3][CH2:4][O:5][CH2:6][N:7]([CH2:30][O:31][CH2:32][CH2:33][Si:34]([CH3:37])([CH3:36])[CH3:35])[C:8]1[N:13]2[N:14]=[CH:15][C:16]([C:16]3[CH:12]=[N:11][C:10]4[C:52]([CH:53]=3)=[CH:59][CH:57]=[CH:8][CH:9]=4)=[C:12]2[N:11]=[C:10]([O:18][C:19]2[CH:24]=[CH:23][C:22]([CH2:25][C:26]([O:28][CH3:29])=[O:27])=[CH:21][CH:20]=2)[CH:9]=1. Given the reactants [CH3:1][Si:2]([CH3:39])([CH3:38])[CH2:3][CH2:4][O:5][CH2:6][N:7]([CH2:30][O:31][CH2:32][CH2:33][Si:34]([CH3:37])([CH3:36])[CH3:35])[C:8]1[N:13]2[N:14]=[CH:15][C:16](I)=[C:12]2[N:11]=[C:10]([O:18][C:19]2[CH:24]=[CH:23][C:22]([CH2:25][C:26]([O:28][CH3:29])=[O:27])=[CH:21][CH:20]=2)[CH:9]=1.[O-]P([O-])([O-])=O.[K+].[K+].[K+].O1[CH2:53][CH2:52]OCC1.CCO[C:57]([CH3:59])=O, predict the reaction product. (6) Given the reactants C(Cl)(Cl)=S.[CH:5]([O:8][C:9]1[CH:10]=[C:11]([CH:13]=[CH:14][CH:15]=1)[NH2:12])([CH3:7])[CH3:6].[C:16](=[O:19])([O-])[O-].[Ca+2].[C:21]([N:24]1[CH2:29][CH2:28][N:27]([C:30]2[CH:35]=[CH:34][C:33]([NH:36][C:37](=[O:42])[C:38]([NH:40][NH2:41])=O)=[CH:32][CH:31]=2)[CH2:26][CH2:25]1)(=[O:23])[CH3:22].CCN=C=NCCCN(C)C, predict the reaction product. The product is: [C:21]([N:24]1[CH2:29][CH2:28][N:27]([C:30]2[CH:31]=[CH:32][C:33]([NH:36][C:37]([C:38]3[O:19][C:16]([NH:12][C:11]4[CH:13]=[CH:14][CH:15]=[C:9]([O:8][CH:5]([CH3:7])[CH3:6])[CH:10]=4)=[N:41][N:40]=3)=[O:42])=[CH:34][CH:35]=2)[CH2:26][CH2:25]1)(=[O:23])[CH3:22]. (7) The product is: [Cl:36][C:7]1[C:8]2[N:9]([CH3:17])[C:10](=[O:16])[N:11]([CH3:15])[C:12](=[O:14])[C:13]=2[N:5]([CH2:4][C:3]2[CH:32]=[CH:33][CH:34]=[CH:35][C:2]=2[Cl:1])[C:6]=1[N:18]1[CH2:23][CH2:22][CH2:21][C@@H:20]([NH:24][C:25](=[O:31])[O:26][C:27]([CH3:29])([CH3:30])[CH3:28])[CH2:19]1. Given the reactants [Cl:1][C:2]1[CH:35]=[CH:34][CH:33]=[CH:32][C:3]=1[CH2:4][N:5]1[C:13]2[C:12](=[O:14])[N:11]([CH3:15])[C:10](=[O:16])[N:9]([CH3:17])[C:8]=2[CH:7]=[C:6]1[N:18]1[CH2:23][CH2:22][CH2:21][C@@H:20]([NH:24][C:25](=[O:31])[O:26][C:27]([CH3:30])([CH3:29])[CH3:28])[CH2:19]1.[Cl:36]N1C(=O)CCC1=O.S([O-])(O)(=O)=O.[K+], predict the reaction product. (8) Given the reactants [S:1]1[CH:5]=[CH:4][CH:3]=[C:2]1[CH2:6][C:7]([O:9][CH3:10])=[O:8].CS([C:15]1[N:20]=[C:19]([O:21][CH3:22])[CH:18]=[C:17]([O:23][CH3:24])[N:16]=1)(=O)=O.C([O-])([O-])=[O:26].[K+].[K+].O, predict the reaction product. The product is: [CH3:24][O:23][C:17]1[CH:18]=[C:19]([O:21][CH3:22])[N:20]=[C:15]([O:26][CH:6]([C:2]2[S:1][CH:5]=[CH:4][CH:3]=2)[C:7]([O:9][CH3:10])=[O:8])[N:16]=1.